This data is from Full USPTO retrosynthesis dataset with 1.9M reactions from patents (1976-2016). The task is: Predict the reactants needed to synthesize the given product. (1) Given the product [CH3:17][C:18]1[CH:25]=[C:24]([CH:26]=[N:10][CH2:9][CH2:8][P:7]([C:11]2[CH:16]=[CH:15][CH:14]=[CH:13][CH:12]=2)[C:1]2[CH:2]=[CH:3][CH:4]=[CH:5][CH:6]=2)[CH:23]=[C:20]([CH3:21])[CH:19]=1, predict the reactants needed to synthesize it. The reactants are: [C:1]1([P:7]([C:11]2[CH:16]=[CH:15][CH:14]=[CH:13][CH:12]=2)[CH2:8][CH2:9][NH2:10])[CH:6]=[CH:5][CH:4]=[CH:3][CH:2]=1.[CH3:17][C:18]1[CH:19]=[C:20]([CH:23]=[C:24]([CH3:26])[CH:25]=1)[CH:21]=O. (2) Given the product [Br:1][C:2]1[CH:3]=[C:4](/[C:5](/[C:7]2[C:8]([C:13]#[N:14])=[N:9][CH:10]=[CH:11][CH:12]=2)=[N:24]\[S:22]([C:18]([CH3:21])([CH3:20])[CH3:19])=[O:23])[CH:15]=[CH:16][CH:17]=1, predict the reactants needed to synthesize it. The reactants are: [Br:1][C:2]1[CH:3]=[C:4]([CH:15]=[CH:16][CH:17]=1)[C:5]([C:7]1[C:8]([C:13]#[N:14])=[N:9][CH:10]=[CH:11][CH:12]=1)=O.[C:18]([S:22]([NH2:24])=[O:23])([CH3:21])([CH3:20])[CH3:19].